This data is from Reaction yield outcomes from USPTO patents with 853,638 reactions. The task is: Predict the reaction yield, written as a fraction of the theoretical maximum amount of product (1.0 means a 100% yield; for example, 0.34 means a 34% yield). (1) The reactants are [CH2:1]([N:8]1[CH2:13][C:12]([CH3:15])([CH3:14])[C:11](Cl)=[C:10]([CH:17]=O)[CH2:9]1)[C:2]1[CH:7]=[CH:6][CH:5]=[CH:4][CH:3]=1.[SH:19][CH2:20][C:21]([O:23][CH2:24][CH3:25])=[O:22].C(N(CC)CC)C. The catalyst is C(Cl)Cl. The product is [CH2:1]([N:8]1[CH2:13][C:12]([CH3:14])([CH3:15])[C:11]2[S:19][C:20]([C:21]([O:23][CH2:24][CH3:25])=[O:22])=[CH:17][C:10]=2[CH2:9]1)[C:2]1[CH:3]=[CH:4][CH:5]=[CH:6][CH:7]=1. The yield is 0.275. (2) The reactants are [C:1]([C:4]1[CH:9]=[C:8]([C:10]2[CH:15]=[CH:14][C:13]([O:16][C:17]3[CH:22]=[CH:21][C:20]([F:23])=[CH:19][CH:18]=3)=[CH:12][CH:11]=2)[N:7]=[C:6]([NH:24][C@@H:25]([CH3:30])[C:26]([O:28]C)=O)[N:5]=1)(=[O:3])[NH2:2].CO.[NH3:33]. No catalyst specified. The product is [NH2:33][C:26](=[O:28])[C@@H:25]([NH:24][C:6]1[N:5]=[C:4]([C:1]([NH2:2])=[O:3])[CH:9]=[C:8]([C:10]2[CH:15]=[CH:14][C:13]([O:16][C:17]3[CH:18]=[CH:19][C:20]([F:23])=[CH:21][CH:22]=3)=[CH:12][CH:11]=2)[N:7]=1)[CH3:30]. The yield is 0.810. (3) The reactants are [F:1][C:2]([F:7])([F:6])[C:3]([OH:5])=[O:4].[CH2:8]([S:10]([N:13]1[CH2:18][CH2:17][CH:16]([C:19]2[C:27]3[C:22](=[C:23]([C:36]([NH2:38])=[O:37])[CH:24]=[C:25]([C:28]4[S:29][CH:30]=[C:31]([CH2:33][NH:34][CH3:35])[CH:32]=4)[CH:26]=3)[NH:21][CH:20]=2)[CH2:15][CH2:14]1)(=[O:12])=[O:11])[CH3:9].[CH3:39]N. No catalyst specified. The product is [F:1][C:2]([F:7])([F:6])[C:3]([OH:5])=[O:4].[CH2:8]([S:10]([N:13]1[CH2:14][CH2:15][CH:16]([C:19]2[C:27]3[C:22](=[C:23]([C:36]([NH2:38])=[O:37])[CH:24]=[C:25]([C:28]4[S:29][CH:30]=[C:31]([CH2:33][N:34]5[CH2:3][CH2:2][CH2:39][CH2:35]5)[CH:32]=4)[CH:26]=3)[NH:21][CH:20]=2)[CH2:17][CH2:18]1)(=[O:11])=[O:12])[CH3:9]. The yield is 0.241. (4) The reactants are Br[C:2]1[C:3]([F:27])=[CH:4][C:5]2[O:11][CH2:10][CH2:9][N:8]3[C:12]([C:18]4[NH:22][N:21]=[C:20]([CH:23]5[CH2:25][CH2:24]5)[N:19]=4)=[C:13]([C:15]([NH2:17])=[O:16])[N:14]=[C:7]3[C:6]=2[CH:26]=1.[N:28]1[CH:33]=[CH:32][CH:31]=[N:30][C:29]=1[C@:34]([OH:38])([C:36]#[CH:37])[CH3:35].C(NC(C)C)(C)C. The catalyst is CN(C=O)C. The product is [CH:23]1([C:20]2[N:19]=[C:18]([C:12]3[N:8]4[CH2:9][CH2:10][O:11][C:5]5[CH:4]=[C:3]([F:27])[C:2]([C:37]#[C:36][C@@:34]([OH:38])([C:29]6[N:30]=[CH:31][CH:32]=[CH:33][N:28]=6)[CH3:35])=[CH:26][C:6]=5[C:7]4=[N:14][C:13]=3[C:15]([NH2:17])=[O:16])[NH:22][N:21]=2)[CH2:25][CH2:24]1. The yield is 0.400. (5) The reactants are [OH:1][C:2]1[CH:22]=[CH:21][CH:20]=[CH:19][C:3]=1[C:4]([NH:6][C@@H:7]([C@H:16]([OH:18])[CH3:17])[C:8]([N:10]1[CH2:15][CH2:14][O:13][CH2:12][CH2:11]1)=[O:9])=O.S(Cl)(Cl)=O. The catalyst is C(Cl)Cl.C(Cl)(Cl)Cl. The product is [OH:1][C:2]1[CH:22]=[CH:21][CH:20]=[CH:19][C:3]=1[C:4]1[O:18][C@@H:16]([CH3:17])[C@@H:7]([C:8]([N:10]2[CH2:15][CH2:14][O:13][CH2:12][CH2:11]2)=[O:9])[N:6]=1. The yield is 0.399. (6) The reactants are [CH:1]1([CH2:6][C@H:7]([C:11]2[CH:16]=[CH:15][C:14]([S:17]([CH3:20])(=[O:19])=[O:18])=[C:13]([O:21][CH3:22])[CH:12]=2)[C:8](O)=[O:9])[CH2:5][CH2:4][CH2:3][CH2:2]1.C(Cl)(=O)C(Cl)=O.N1C(C)=CC=CC=1C.[C:37]([Si:41]([CH3:52])([CH3:51])[O:42][CH2:43][CH2:44][N:45]1[CH:49]=[CH:48][C:47]([NH2:50])=[N:46]1)([CH3:40])([CH3:39])[CH3:38]. The catalyst is C(Cl)Cl.CN(C)C=O. The product is [C:37]([Si:41]([CH3:52])([CH3:51])[O:42][CH2:43][CH2:44][N:45]1[CH:49]=[CH:48][C:47]([NH:50][C:8](=[O:9])[C@@H:7]([C:11]2[CH:16]=[CH:15][C:14]([S:17]([CH3:20])(=[O:19])=[O:18])=[C:13]([O:21][CH3:22])[CH:12]=2)[CH2:6][CH:1]2[CH2:5][CH2:4][CH2:3][CH2:2]2)=[N:46]1)([CH3:40])([CH3:39])[CH3:38]. The yield is 0.150.